Dataset: TCR-epitope binding with 47,182 pairs between 192 epitopes and 23,139 TCRs. Task: Binary Classification. Given a T-cell receptor sequence (or CDR3 region) and an epitope sequence, predict whether binding occurs between them. (1) The epitope is HTTDPSFLGRY. The TCR CDR3 sequence is CASTSGAPDEQFF. Result: 1 (the TCR binds to the epitope). (2) The epitope is RLYYDSMSY. The TCR CDR3 sequence is CATSSPQGASDEQYF. Result: 0 (the TCR does not bind to the epitope). (3) The epitope is ATVVIGTSK. The TCR CDR3 sequence is CASTPALGAKQYF. Result: 0 (the TCR does not bind to the epitope). (4) Result: 1 (the TCR binds to the epitope). The TCR CDR3 sequence is CASSFVNEQFF. The epitope is YLNTLTLAV. (5) The epitope is KLSYGIATV. The TCR CDR3 sequence is CASSQDEVVGGGYGYTF. Result: 1 (the TCR binds to the epitope). (6) The epitope is KAYNVTQAF. The TCR CDR3 sequence is CASSQGPAAYEQYF. Result: 0 (the TCR does not bind to the epitope). (7) The epitope is FRYMNSQGL. The TCR CDR3 sequence is CASSLGTEAFF. Result: 0 (the TCR does not bind to the epitope). (8) The epitope is YYRRATRRIR. The TCR CDR3 sequence is CASSEASGGPLSTDTQYF. Result: 0 (the TCR does not bind to the epitope). (9) The epitope is YLNTLTLAV. The TCR CDR3 sequence is CATALSPGGTDTQYF. Result: 1 (the TCR binds to the epitope). (10) The epitope is RLRPGGKKR. The TCR CDR3 sequence is CASRPRYGGAPGELFF. Result: 0 (the TCR does not bind to the epitope).